From a dataset of Catalyst prediction with 721,799 reactions and 888 catalyst types from USPTO. Predict which catalyst facilitates the given reaction. (1) The catalyst class is: 8. Reactant: [CH3:1][C:2]1[CH:7]=[C:6]([O:8][CH2:9][C:10]2[N:15]=[CH:14][CH:13]=[CH:12][N:11]=2)[CH:5]=[CH:4][C:3]=1[NH:16][C:17]1[O:18][CH2:19][C:20](=[O:27])[C:21]=1[C:22]([O:24][CH2:25][CH3:26])=[O:23].[NH:28]1[C:36]2[C:31](=[CH:32][CH:33]=[CH:34][N:35]=2)[C:30]([CH:37]=O)=[CH:29]1.N1CCCCC1. Product: [NH:28]1[C:36]2=[N:35][CH:34]=[CH:33][CH:32]=[C:31]2[C:30]([CH:37]=[C:19]2[O:18][C:17]([NH:16][C:3]3[CH:4]=[CH:5][C:6]([O:8][CH2:9][C:10]4[N:15]=[CH:14][CH:13]=[CH:12][N:11]=4)=[CH:7][C:2]=3[CH3:1])=[C:21]([C:22]([O:24][CH2:25][CH3:26])=[O:23])[C:20]2=[O:27])=[CH:29]1. (2) Reactant: FC(F)(F)S(O[C:7]1[C:11]2[C:12]([O:16][CH3:17])=[N:13][CH:14]=[CH:15][C:10]=2[N:9]([C:18]2[C:23]([F:24])=[CH:22][CH:21]=[CH:20][C:19]=2[F:25])[N:8]=1)(=O)=O.CN(C=O)C.CC1(C)C(C)(C)OB([C:41]2[CH:42]=[C:43]([CH2:47][C:48]([O:50]C)=[O:49])[CH:44]=[CH:45][CH:46]=2)O1.C(=O)([O-])[O-].[K+].[K+]. Product: [F:24][C:23]1[CH:22]=[CH:21][CH:20]=[C:19]([F:25])[C:18]=1[N:9]1[C:10]2[CH:15]=[CH:14][N:13]=[C:12]([O:16][CH3:17])[C:11]=2[C:7]([C:41]2[CH:42]=[C:43]([CH2:47][C:48]([OH:50])=[O:49])[CH:44]=[CH:45][CH:46]=2)=[N:8]1. The catalyst class is: 6. (3) Reactant: [C:1]([O:5][C:6]([N:8]1[CH2:12][C@@H:11]([C:13]2[CH:18]=[CH:17][CH:16]=[C:15]([CH:19]([CH3:21])[CH3:20])[CH:14]=2)[C@@H:10]([CH2:22][OH:23])[CH2:9]1)=[O:7])([CH3:4])([CH3:3])[CH3:2].CC(OI1(OC(C)=O)(OC(C)=O)OC(=O)C2C=CC=CC1=2)=O.C([O-])(O)=O.[Na+].[O-]S([O-])(=S)=O.[Na+].[Na+]. Product: [C:1]([O:5][C:6]([N:8]1[CH2:12][C@@H:11]([C:13]2[CH:18]=[CH:17][CH:16]=[C:15]([CH:19]([CH3:20])[CH3:21])[CH:14]=2)[C@@H:10]([CH:22]=[O:23])[CH2:9]1)=[O:7])([CH3:3])([CH3:4])[CH3:2]. The catalyst class is: 34. (4) The catalyst class is: 35. Product: [CH3:10][O:11][CH2:12][C:13]([CH3:18])([CH3:17])[C:14]([N:1]1[CH2:9][CH2:8][CH:4]([C:5]([NH2:7])=[O:6])[CH2:3][CH2:2]1)=[O:15]. Reactant: [NH:1]1[CH2:9][CH2:8][CH:4]([C:5]([NH2:7])=[O:6])[CH2:3][CH2:2]1.[CH3:10][O:11][CH2:12][C:13]([CH3:18])([CH3:17])[C:14](O)=[O:15].F[P-](F)(F)(F)(F)F.N1(OC(N(C)C)=[N+](C)C)C2C=CC=CC=2N=N1.C(N(CC)C(C)C)(C)C. (5) Reactant: [CH:1]1([C:7]2[C:11]([CH:12]=O)=[CH:10][N:9]([C:14]3[CH:19]=[CH:18][C:17]([C:20]([F:23])([F:22])[F:21])=[CH:16][N:15]=3)[N:8]=2)[CH2:6][CH2:5][CH2:4][CH2:3][CH2:2]1.C(OP([CH2:32][C:33]([O:35][CH2:36][CH3:37])=[O:34])(OCC)=O)C.CN(C)C=O.[H-].[Na+]. Product: [CH:1]1([C:7]2[C:11](/[CH:12]=[CH:32]/[C:33]([O:35][CH2:36][CH3:37])=[O:34])=[CH:10][N:9]([C:14]3[CH:19]=[CH:18][C:17]([C:20]([F:21])([F:22])[F:23])=[CH:16][N:15]=3)[N:8]=2)[CH2:2][CH2:3][CH2:4][CH2:5][CH2:6]1. The catalyst class is: 6. (6) Reactant: [F:1][C:2]([F:9])([F:8])[C:3]1[CH:7]=[CH:6][NH:5][N:4]=1.[H-].[Na+].F[C:13]1[CH:14]=[C:15]([CH:18]=[C:19]([O:21][C:22]2[N:26]([CH3:27])[N:25]=[C:24]([C:28]([F:31])([F:30])[F:29])[CH:23]=2)[CH:20]=1)[C:16]#[N:17].O. Product: [CH3:27][N:26]1[C:22]([O:21][C:19]2[CH:18]=[C:15]([CH:14]=[C:13]([N:5]3[CH:6]=[CH:7][C:3]([C:2]([F:9])([F:8])[F:1])=[N:4]3)[CH:20]=2)[C:16]#[N:17])=[CH:23][C:24]([C:28]([F:31])([F:30])[F:29])=[N:25]1. The catalyst class is: 44. (7) Reactant: [CH3:1][N:2]([CH:10]1[CH2:14][CH2:13][NH:12][CH2:11]1)[C:3](=[O:9])[O:4][C:5]([CH3:8])([CH3:7])[CH3:6].C(N(CC)CC)C.Cl[C:23]1[CH:28]=[CH:27][C:26]([N+:29]([O-])=O)=[CH:25][N:24]=1. Product: [NH2:29][C:26]1[CH:27]=[CH:28][C:23]([N:12]2[CH2:13][CH2:14][CH:10]([N:2]([CH3:1])[C:3](=[O:9])[O:4][C:5]([CH3:8])([CH3:6])[CH3:7])[CH2:11]2)=[N:24][CH:25]=1. The catalyst class is: 1. (8) The catalyst class is: 7. Product: [Br:1][C:2]1[CH:7]=[CH:6][CH:5]=[C:4]([O:8][CH2:16][CH2:15][CH:9]2[CH2:14][CH2:13][CH2:12][CH2:11][CH2:10]2)[CH:3]=1. Reactant: [Br:1][C:2]1[CH:3]=[C:4]([OH:8])[CH:5]=[CH:6][CH:7]=1.[CH:9]1([CH2:15][CH2:16]C2C=CC=CC=2O)[CH2:14][CH2:13][CH2:12][CH2:11][CH2:10]1.N(C(OCC)=O)=NC(OCC)=O.C1(C)C=CC=CC=1. (9) Reactant: [H-].[Na+].[Cl:3][C:4]1[C:8]([Cl:9])=[C:7]([C:10]([NH:12][NH2:13])=[O:11])[S:6][N:5]=1.[CH3:14][C:15](=[CH:19][C:20]1[CH:25]=[CH:24][CH:23]=[CH:22][CH:21]=1)[C:16](Cl)=[O:17].O. Product: [Cl:3][C:4]1[C:8]([Cl:9])=[C:7]([C:10]([N:12]2[C:16](=[O:17])[C:15]([CH3:14])=[C:19]([C:20]3[CH:25]=[CH:24][CH:23]=[CH:22][CH:21]=3)[NH:13]2)=[O:11])[S:6][N:5]=1. The catalyst class is: 42. (10) Reactant: [F:1][CH:2]([F:35])[C:3]1[CH:12]=[C:11]2[C:6]([CH2:7][CH2:8][CH2:9][N:10]2[C:13]2[C:17]3[CH2:18][N:19]([C:22]([O:24]C(C)(C)C)=O)[CH2:20][CH2:21][C:16]=3[NH:15][N:14]=2)=[CH:5][C:4]=1[C:29]1[CH:30]=[N:31][N:32]([CH3:34])[CH:33]=1.F[C:37](F)(F)C(O)=O.C(#N)C.C(=O)(O)[O-].[Na+].O.C(OC(=O)C)(=O)C. Product: [F:1][CH:2]([F:35])[C:3]1[CH:12]=[C:11]2[C:6]([CH2:7][CH2:8][CH2:9][N:10]2[C:13]2[C:17]3[CH2:18][N:19]([C:22](=[O:24])[CH3:37])[CH2:20][CH2:21][C:16]=3[NH:15][N:14]=2)=[CH:5][C:4]=1[C:29]1[CH:30]=[N:31][N:32]([CH3:34])[CH:33]=1. The catalyst class is: 4.